This data is from Forward reaction prediction with 1.9M reactions from USPTO patents (1976-2016). The task is: Predict the product of the given reaction. (1) Given the reactants [F:1][C:2]1[CH:3]=[C:4]([CH:9]2[C:18]3[C:13](=[CH:14][CH:15]=[CH:16][CH:17]=3)[CH2:12][CH2:11][NH:10]2)[CH:5]=[CH:6][C:7]=1[F:8].[F:19][C:20]1[CH:25]=[CH:24][C:23]([N:26]=[C:27]=[O:28])=[CH:22][CH:21]=1, predict the reaction product. The product is: [F:1][C:2]1[CH:3]=[C:4]([CH:9]2[C:18]3[C:13](=[CH:14][CH:15]=[CH:16][CH:17]=3)[CH2:12][CH2:11][N:10]2[C:27]([NH:26][C:23]2[CH:24]=[CH:25][C:20]([F:19])=[CH:21][CH:22]=2)=[O:28])[CH:5]=[CH:6][C:7]=1[F:8]. (2) Given the reactants FC(F)(F)C(O)=O.[OH:8][C:9]1[CH:36]=[CH:35][C:34]([N:37]([CH3:46])[CH2:38][CH2:39][N:40]2[CH2:45][CH2:44][O:43][CH2:42][CH2:41]2)=[CH:33][C:10]=1[C:11]([NH:13][C:14]1[CH:26]=[C:25]([C:27]2[CH:32]=[CH:31][CH:30]=[CH:29][CH:28]=2)[CH:24]=[CH:23][C:15]=1[C:16]([O:18]C(C)(C)C)=[O:17])=[O:12], predict the reaction product. The product is: [OH:8][C:9]1[CH:36]=[CH:35][C:34]([N:37]([CH3:46])[CH2:38][CH2:39][N:40]2[CH2:45][CH2:44][O:43][CH2:42][CH2:41]2)=[CH:33][C:10]=1[C:11]([NH:13][C:14]1[CH:26]=[C:25]([C:27]2[CH:28]=[CH:29][CH:30]=[CH:31][CH:32]=2)[CH:24]=[CH:23][C:15]=1[C:16]([OH:18])=[O:17])=[O:12].